This data is from Catalyst prediction with 721,799 reactions and 888 catalyst types from USPTO. The task is: Predict which catalyst facilitates the given reaction. (1) Reactant: [C:1]([CH2:4][CH2:5][C:6]1[C:10]([CH3:11])=[C:9]([CH:12]=O)[NH:8][C:7]=1[CH3:14])([OH:3])=[O:2].[CH3:15][O:16][C:17]1[CH:22]=[CH:21][C:20]([C:23]2[CH:31]=[C:30]3[C:26]([CH2:27][C:28](=[O:32])[NH:29]3)=[CH:25][CH:24]=2)=[CH:19][CH:18]=1. Product: [CH3:15][O:16][C:17]1[CH:18]=[CH:19][C:20]([C:23]2[CH:31]=[C:30]3[C:26]([C:27](=[CH:12][C:9]4[NH:8][C:7]([CH3:14])=[C:6]([CH2:5][CH2:4][C:1]([OH:3])=[O:2])[C:10]=4[CH3:11])[C:28](=[O:32])[NH:29]3)=[CH:25][CH:24]=2)=[CH:21][CH:22]=1. The catalyst class is: 495. (2) The catalyst class is: 369. Product: [Cl:2][C:3]1[CH:4]=[C:5]([C:13]2[O:17][N:16]=[C:15]([C:18]3[CH:28]=[CH:27][C:21]4[CH2:22][CH2:23][N:24]([CH2:30][C:31]([O:33][CH2:34][CH3:35])=[O:32])[CH2:25][CH2:26][C:20]=4[CH:19]=3)[N:14]=2)[CH:6]=[CH:7][C:8]=1[O:9][CH:10]([CH3:12])[CH3:11]. Reactant: Cl.[Cl:2][C:3]1[CH:4]=[C:5]([C:13]2[O:17][N:16]=[C:15]([C:18]3[CH:28]=[CH:27][C:21]4[CH2:22][CH2:23][NH:24][CH2:25][CH2:26][C:20]=4[CH:19]=3)[N:14]=2)[CH:6]=[CH:7][C:8]=1[O:9][CH:10]([CH3:12])[CH3:11].Br[CH2:30][C:31]([O:33][CH2:34][CH3:35])=[O:32].C(=O)([O-])[O-].[Cs+].[Cs+].